The task is: Regression. Given two drug SMILES strings and cell line genomic features, predict the synergy score measuring deviation from expected non-interaction effect.. This data is from NCI-60 drug combinations with 297,098 pairs across 59 cell lines. Drug 1: C1CCN(CC1)CCOC2=CC=C(C=C2)C(=O)C3=C(SC4=C3C=CC(=C4)O)C5=CC=C(C=C5)O. Drug 2: C1=NC2=C(N1)C(=S)N=CN2. Cell line: U251. Synergy scores: CSS=19.1, Synergy_ZIP=-4.83, Synergy_Bliss=0.765, Synergy_Loewe=0.846, Synergy_HSA=0.613.